This data is from Reaction yield outcomes from USPTO patents with 853,638 reactions. The task is: Predict the reaction yield, written as a fraction of the theoretical maximum amount of product (1.0 means a 100% yield; for example, 0.34 means a 34% yield). The reactants are [C:1]([CH:3]1[C:12]([C:13]2[CH:14]=[N:15][CH:16]=[C:17]([CH3:19])[CH:18]=2)=[C:11]2[C:6](=[C:7]3[CH:22]=[CH:21][N:20]=[C:8]3[CH:9]=[CH:10]2)[O:5][C:4]1=N)#[N:2].[OH-:24].[Na+]. The catalyst is Cl.O. The product is [C:1]([CH:3]1[C:12]([C:13]2[CH:14]=[N:15][CH:16]=[C:17]([CH3:19])[CH:18]=2)=[C:11]2[C:6](=[C:7]3[CH:22]=[CH:21][N:20]=[C:8]3[CH:9]=[CH:10]2)[O:5][C:4]1=[O:24])#[N:2]. The yield is 0.350.